Dataset: Catalyst prediction with 721,799 reactions and 888 catalyst types from USPTO. Task: Predict which catalyst facilitates the given reaction. (1) Reactant: Cl[C:2]1[CH2:6][C@H:5]([CH:7]2[CH2:11][CH2:10][CH2:9][CH2:8]2)[N:4]([C:12]2[CH:19]=[CH:18][C:15]([C:16]#[N:17])=[C:14]([CH3:20])[N:13]=2)[N:3]=1.B([C:24]1[CH:32]=[CH:31][C:27]([C:28]([OH:30])=[O:29])=[C:26]([O:33][CH3:34])[CH:25]=1)(O)O.C(=O)([O-])[O-].[Na+].[Na+].C(#N)C.O. Product: [C:16]([C:15]1[CH:18]=[CH:19][C:12]([N:4]2[C@@H:5]([CH:7]3[CH2:11][CH2:10][CH2:9][CH2:8]3)[CH2:6][C:2]([C:24]3[CH:32]=[CH:31][C:27]([C:28]([OH:30])=[O:29])=[C:26]([O:33][CH3:34])[CH:25]=3)=[N:3]2)=[N:13][C:14]=1[CH3:20])#[N:17]. The catalyst class is: 837. (2) Reactant: O[C:2]1([C:17]([F:20])([F:19])[F:18])[CH2:15][C:14](=[O:16])[NH:13][C:12]2[C:3]1=[C:4]1[C:9](=[CH:10][CH:11]=2)[S:8][CH2:7][CH2:6][NH:5]1.C(=O)([O-])[O-].[Na+].[Na+]. Product: [F:19][C:17]([F:18])([F:20])[C:2]1[C:3]2[C:12]([NH:13][C:14](=[O:16])[CH:15]=1)=[CH:11][CH:10]=[C:9]1[C:4]=2[NH:5][CH2:6][CH2:7][S:8]1. The catalyst class is: 65. (3) Reactant: Br[C:2]([CH3:7])([CH3:6])[C:3](Br)=[O:4].[Al+3].[Cl-].[Cl-].[Cl-].[CH2:12]1[C:21]2[C:16](=[CH:17][CH:18]=[CH:19][CH:20]=2)[CH2:15][CH2:14][CH2:13]1. Product: [CH3:6][CH:2]1[C:3](=[O:4])[C:18]2=[CH:17][C:16]3[CH2:15][CH2:14][CH2:13][CH2:12][C:21]=3[CH:20]=[C:19]2[CH2:7]1. The catalyst class is: 2. (4) Reactant: [NH2:1][C@H:2]1[CH2:7][CH2:6][C@H:5]([NH:8][C:9]2[CH:14]=[C:13]([C:15]3[CH:20]=[CH:19][CH:18]=[C:17]([NH:21][CH2:22][CH:23]4[CH2:28][CH2:27][O:26][CH2:25][CH2:24]4)[N:16]=3)[C:12]([Cl:29])=[CH:11][N:10]=2)[CH2:4][CH2:3]1.C(N(CC)CC)C.FC(F)(F)S(O[CH2:43][CH2:44][O:45][C:46]([F:49])([F:48])[F:47])(=O)=O. Product: [Cl:29][C:12]1[C:13]([C:15]2[CH:20]=[CH:19][CH:18]=[C:17]([NH:21][CH2:22][CH:23]3[CH2:28][CH2:27][O:26][CH2:25][CH2:24]3)[N:16]=2)=[CH:14][C:9]([NH:8][C@H:5]2[CH2:6][CH2:7][C@H:2]([NH:1][CH2:43][CH2:44][O:45][C:46]([F:49])([F:48])[F:47])[CH2:3][CH2:4]2)=[N:10][CH:11]=1. The catalyst class is: 22. (5) Reactant: C(O)(C(F)(F)F)=O.[CH:8]([S:11]([C:14]1[CH:19]=[CH:18][C:17]([C:20]2[N:25]=[C:24]([C:26]3[O:30][N:29]=[C:28]([C:31]4[CH:36]=[CH:35][C:34]([CH2:37][N:38](C)[C:39](=O)OC(C)(C)C)=[CH:33][CH:32]=4)[CH:27]=3)[CH:23]=[N:22][CH:21]=2)=[CH:16][CH:15]=1)(=[O:13])=[O:12])([CH3:10])[CH3:9]. Product: [CH:8]([S:11]([C:14]1[CH:15]=[CH:16][C:17]([C:20]2[N:25]=[C:24]([C:26]3[O:30][N:29]=[C:28]([C:31]4[CH:32]=[CH:33][C:34]([CH2:37][NH:38][CH3:39])=[CH:35][CH:36]=4)[CH:27]=3)[CH:23]=[N:22][CH:21]=2)=[CH:18][CH:19]=1)(=[O:12])=[O:13])([CH3:10])[CH3:9]. The catalyst class is: 2.